From a dataset of Experimentally validated miRNA-target interactions with 360,000+ pairs, plus equal number of negative samples. Binary Classification. Given a miRNA mature sequence and a target amino acid sequence, predict their likelihood of interaction. (1) The miRNA is hsa-miR-326 with sequence CCUCUGGGCCCUUCCUCCAG. The protein sequence of the target gene is MLRPQGLLWLPLLFTSVCVMLNSNVLLWITALAIKFTLIDSQAQYPVVNTNYGKIQGLRTPLPSEILGPVEQYLGVPYASPPTGERRFQPPESPSSWTGIRNATQFSAVCPQHLDERFLLHDMLPIWFTTSLDTLMTYVQDQNEDCLYLNIYVPMEDDIHEQNSKKPVMVYIHGGSYMEGTGNMIDGSILASYGNVIVITINYRLGILGFLSTGDQAAKGNYGLLDQIQALRWIEENVGAFGGDPKRVTIFGSGAGASCVSLLTLSHYSEGLFQKAIIQSGTALSSWAVNYQPAKYTRIL.... Result: 0 (no interaction). (2) The miRNA is mmu-miR-3072-3p with sequence UGCCCCCUCCAGGAAGCCUUCU. The protein sequence of the target gene is MSWLFGIKGPKGEGTGPPLPLPPAQPGAEGGGDRGAGDRPSPKDKWSNFDPTGLERAAKAARELEHSRHAKEALSLAQMQEQTLQLEQQSKLKEYEAAVEQLKSEQIRVQAEERRKTLTEETRQHQARAQYQDKLARQRYEDQLKQQQLLNEENLRKQEESVQKQEAIRRATVEREMELRHKNEMLRVEAEARARAKADRENADIIREQIRLKAAEHRQTILESIRTAGTLLGEGFRAFVTDWDKVTATVAGLTLLAVGVYSAKNATSVAGRYIEARLGKPSLVRETSRISVLEALRHPI.... Result: 0 (no interaction). (3) The miRNA is hsa-miR-6820-3p with sequence UGUGACUUCUCCCCUGCCACAG. The protein sequence of the target gene is MPFDFRRFDIYRKVPKDLTQPTYTGAIISICCCLFILFLFLSELTGFITTEVVNELYVDDPDKDSGGKIDVSLNISLPNLHCELVGLDIQDEMGRHEVGHIDNSMKIPLNNGAGCRFEGQFSINKVPGNFHVSTHSATAQPQNPDMTHVIHKLSFGDTLQVQNIHGAFNALGGADRLTSNPLASHDYILKIVPTVYEDKSGKQRYSYQYTVANKEYVAYSHTGRIIPAIWFRYDLSPITVKYTERRQPLYRFITTICAIIGGTFTVAGILDSCIFTASEAWKKIQLGKMH. Result: 1 (interaction). (4) The miRNA is mmu-miR-3470b with sequence UCACUCUGUAGACCAGGCUGG. The protein sequence of the target gene is MASLEVSRSPRRSRRELEVRSPRQNKYSVLLPTYNERENLPLIVWLLVKSFSESGINYEIIIIDDGSPDGTRDVAEQLEKIYGSDRILLRPREKKLGLGTAYIHGMKHATGNYIIIMDADLSHHPKFIPEFIRKQKEGNFDIVSGTRYKGNGGVYGWDLKRKIISRGANFLTQILLRPGASDLTGSFRLYRKEVLEKLIEKCVSKGYVFQMEMIVRARQLNYTIGEVPISFVDRVYGESKLGGNEIVSFLKGLLTLFATT. Result: 0 (no interaction). (5) The miRNA is hsa-miR-3928-3p with sequence GGAGGAACCUUGGAGCUUCGGC. The protein sequence of the target gene is MVEAIVEFDYQAQHDDELTISVGEVITNIRKEDGGWWEGQINGRRGLFPDNFVREIKKDMKKDLLSNKAPEKPMHDVSSGNALLSSETILRTNKRGERRRRRCQVAFSYLPQNDDELELKVGDIIEVVGEVEEGWWEGVLNGKTGMFPSNFIKELSGESDELGISQDEQLSKSRPEGFLPASLLPFPAHGAKGKTTFEGTILYRAAPGKTEGHRRYYSLRETTGSESDGGDSSSTKSEGANGTMATAAIQPKKVKGVGFGDIFKDKPIKLRPRSIEVENDFLPVEKTIGKKLPPATSTPD.... Result: 0 (no interaction). (6) The miRNA is mmu-miR-1958 with sequence UAGGAAAGUGGAAGCAGUAAGU. The protein sequence of the target gene is MADEEMDGAERMDVSPEPPLAPQRPASWWDQQVDFYTAFLHHLAQLVPEIYFAEMDPDLEKQEESVQMSILTPLEWYLFGEDPDICLEKLKHSGAFQLCGKVFKSGETTYSCRDCAIDPTCVLCMDCFQSSVHKNHRYKMHTSTGGGFCDCGDTEAWKTGPFCVDHEPGRAGTTKESLHCPLNEEVIAQARRIFPSVIKYIVEMTIWEEEKELPPELQIREKNERYYCVLFNDEHHSYDHVIYSLQRALDCELAEAQLHTTAIDKEGRRAVKAGVYATCQEAKEDIKSHSENVSQHPLHV.... Result: 1 (interaction). (7) The miRNA is cel-miR-238-3p with sequence UUUGUACUCCGAUGCCAUUCAGA. The protein sequence of the target gene is MSRFPAVAGRAPRRQEEGERPIELQEERPSAVRIADREEKGCTSQEGGTTPTFPIQKQRKKLIQAVRDNSFLIVTGNTGSGKTTQLPKYLYEAGFSQHGMIGVTQPRKVAAISVAQRVAEEMKCTLGSKVGYQVRFDDCSSKETAIKYMTDGCLLKHILGDPNLSKFSVIILDEAHERTLTTDILFGLLKKLFQDKSPNRKEHLKVVVMSATMELAKLSAFFGNCPIFDIPGRLYPVREKFCNLIGPRDRENTAYIQAIVKVTMDIHLNEMAGDILVFLTGQFEIEKSCELLFQMAESVD.... Result: 0 (no interaction). (8) The miRNA is hsa-miR-7158-5p with sequence GGCUCAAUCUCUGGUCCUGCAGCC. The protein sequence of the target gene is MAASRSTRVTRSTVGLNGLDESFCGRTLRNRSIAHPEEISSNSQVRSRSPKKRPEPVPIQKGNNNGRTTDLKQQSTRESWVSPRKRGLSSSEKDNIERQAIENCERRQTEPVSPVLKRIKRCLRSEAPNSSEEDSPIKSDKESVEQRSTVVDNDADFQGTKRACRCLILDDCEKREIKKVNVSEEGPLNSAVVEEITGYLAVNGVDDSDSAVINCDDCQPDGNTKQNSIGSYVLQEKSVAENGDTDTQTSMFLDSRKEDSYIDHKVPCTDSQVQVKLEDHKIVTACLPVEHVNQLTTEPA.... Result: 1 (interaction).